Dataset: Full USPTO retrosynthesis dataset with 1.9M reactions from patents (1976-2016). Task: Predict the reactants needed to synthesize the given product. (1) The reactants are: O=C1CCC(=O)N1[O:8][C:9](=O)[CH2:10][C:11]#[N:12].C(N(CC)CC)C.[F:21][C:22]1[CH:23]=[CH:24][C:25]2[N:26]([C:28]([C:31]3[N:36]=[C:35]([N:37]4[CH2:42][CH2:41][N:40]([C:43]([O:45][CH2:46][C:47]5[CH:52]=[CH:51][CH:50]=[CH:49][CH:48]=5)=[O:44])[CH2:39][CH2:38]4)[CH:34]=[C:33]([NH:53][C@@H:54]4[CH2:59][CH2:58][CH2:57][NH:56][CH2:55]4)[N:32]=3)=[CH:29][N:30]=2)[CH:27]=1. Given the product [C:11]([CH2:10][C:9]([N:56]1[CH2:57][CH2:58][CH2:59][C@@H:54]([NH:53][C:33]2[N:32]=[C:31]([C:28]3[N:26]4[CH:27]=[C:22]([F:21])[CH:23]=[CH:24][C:25]4=[N:30][CH:29]=3)[N:36]=[C:35]([N:37]3[CH2:38][CH2:39][N:40]([C:43]([O:45][CH2:46][C:47]4[CH:52]=[CH:51][CH:50]=[CH:49][CH:48]=4)=[O:44])[CH2:41][CH2:42]3)[CH:34]=2)[CH2:55]1)=[O:8])#[N:12], predict the reactants needed to synthesize it. (2) Given the product [ClH:20].[Cl:27][C:25]1[CH:24]=[C:23]([N:28]2[CH2:33][CH2:32][N:31]([CH2:6][CH2:7][CH2:8][CH2:9][CH:10]3[C:18]4[C:13](=[CH:14][CH:15]=[CH:16][CH:17]=4)[NH:12][C:11]3=[O:19])[CH2:30][CH2:29]2)[CH:22]=[C:21]([Cl:20])[CH:26]=1, predict the reactants needed to synthesize it. The reactants are: S(O[CH2:6][CH2:7][CH2:8][CH2:9][CH:10]1[C:18]2[C:13](=[CH:14][CH:15]=[CH:16][CH:17]=2)[NH:12][C:11]1=[O:19])(C)(=O)=O.[Cl:20][C:21]1[CH:22]=[C:23]([N:28]2[CH2:33][CH2:32][NH:31][CH2:30][CH2:29]2)[CH:24]=[C:25]([Cl:27])[CH:26]=1. (3) Given the product [CH3:16][N:17]([CH3:19])/[CH:18]=[CH:10]/[C:9]([C:7]1[CH:6]=[CH:5][CH:4]=[C:3]([C:2]([F:12])([F:13])[F:1])[CH:8]=1)=[O:11], predict the reactants needed to synthesize it. The reactants are: [F:1][C:2]([F:13])([F:12])[C:3]1[CH:4]=[CH:5][CH:6]=[C:7]([C:9](=[O:11])[CH3:10])[CH:8]=1.CO[CH:16](OC)[N:17]([CH3:19])[CH3:18]. (4) Given the product [CH:24]1([C:4]2[N:5]3[C:10]4[CH:11]=[CH:12][N:13]([S:14]([C:17]5[CH:18]=[CH:19][C:20]([CH3:21])=[CH:22][CH:23]=5)(=[O:15])=[O:16])[C:9]=4[N:8]=[CH:7][C:6]3=[C:2](/[CH:38]=[CH:39]/[C:40]([O:42][CH2:43][CH3:44])=[O:41])[N:3]=2)[CH2:29][CH2:28][CH2:27][CH2:26][CH2:25]1, predict the reactants needed to synthesize it. The reactants are: Br[C:2]1[N:3]=[C:4]([CH:24]2[CH2:29][CH2:28][CH2:27][CH2:26][CH2:25]2)[N:5]2[C:10]3[CH:11]=[CH:12][N:13]([S:14]([C:17]4[CH:23]=[CH:22][C:20]([CH3:21])=[CH:19][CH:18]=4)(=[O:16])=[O:15])[C:9]=3[N:8]=[CH:7][C:6]=12.CC1(C)C(C)(C)OB(/[CH:38]=[CH:39]/[C:40]([O:42][CH2:43][CH3:44])=[O:41])O1.C([O-])([O-])=O.[Na+].[Na+].O. (5) Given the product [Cl:35][C:36]1[CH:37]=[CH:38][C:39]([N:42]2[CH2:47][CH2:46][N:45]([CH2:2][C:3]3[CH:16]=[N:15][C:6]4[N:7]([CH:12]([CH3:14])[CH3:13])[CH2:8][C:9](=[O:11])[NH:10][C:5]=4[CH:4]=3)[CH2:44][CH2:43]2)=[CH:40][CH:41]=1, predict the reactants needed to synthesize it. The reactants are: O[CH2:2][C:3]1[CH:16]=[N:15][C:6]2[N:7]([CH:12]([CH3:14])[CH3:13])[CH2:8][C:9](=[O:11])[NH:10][C:5]=2[CH:4]=1.[I-].C(C[P+](C)(C)C)#N.CCN(C(C)C)C(C)C.Cl.[Cl:35][C:36]1[CH:41]=[CH:40][C:39]([N:42]2[CH2:47][CH2:46][NH:45][CH2:44][CH2:43]2)=[CH:38][CH:37]=1. (6) The reactants are: [Cl:1][C:2]1[C:7]([Cl:8])=[C:6]([C:9]([OH:16])([CH2:14][CH3:15])[C:10]([F:13])([F:12])[F:11])[CH:5]=[CH:4][C:3]=1[C:17]1[S:21][C:20]([C:22]([O:24]CC)=[O:23])=[N:19][C:18]=1[C:27](=[O:33])[N:28]([CH2:31][CH3:32])[CH2:29][CH3:30].[OH-].[K+]. Given the product [Cl:1][C:2]1[C:7]([Cl:8])=[C:6]([C:9]([OH:16])([CH2:14][CH3:15])[C:10]([F:13])([F:11])[F:12])[CH:5]=[CH:4][C:3]=1[C:17]1[S:21][C:20]([C:22]([OH:24])=[O:23])=[N:19][C:18]=1[C:27](=[O:33])[N:28]([CH2:29][CH3:30])[CH2:31][CH3:32], predict the reactants needed to synthesize it. (7) Given the product [C:9]([NH:8][CH2:7][CH2:6][CH2:5][S:2]([O:19][CH2:20][C:21]([CH3:38])([CH3:37])[C@@H:22]([O:29][Si:30]([CH3:36])([CH3:35])[C:31]([CH3:32])([CH3:34])[CH3:33])/[CH:23]=[CH:24]/[C:25]([O:27][CH3:28])=[O:26])(=[O:4])=[O:3])(=[O:11])[CH3:10], predict the reactants needed to synthesize it. The reactants are: Cl[S:2]([CH2:5][CH2:6][CH2:7][NH:8][C:9](=[O:11])[CH3:10])(=[O:4])=[O:3].C(N(CC)CC)C.[OH:19][CH2:20][C:21]([CH3:38])([CH3:37])[C@@H:22]([O:29][Si:30]([CH3:36])([CH3:35])[C:31]([CH3:34])([CH3:33])[CH3:32])/[CH:23]=[CH:24]/[C:25]([O:27][CH3:28])=[O:26]. (8) Given the product [Cl:15][CH2:16][C:10]1[S:11][C:7]2[CH:6]=[CH:5][CH:4]=[C:3]([CH2:1][CH3:2])[C:8]=2[N:9]=1, predict the reactants needed to synthesize it. The reactants are: [CH2:1]([C:3]1[C:8]2[N:9]=[C:10](N)[S:11][C:7]=2[CH:6]=[CH:5][CH:4]=1)[CH3:2].[OH-].[K+].[Cl:15][CH2:16]C(OC)(OC)OC. (9) Given the product [Br:7][C:8]1[CH:13]=[CH:12][C:11]([CH2:14][CH2:15][S:16]([NH:19][C:20]2[CH:28]=[CH:27][C:23]([CH2:24][OH:25])=[CH:22][C:21]=2[S:29]([NH2:30])(=[O:32])=[O:31])(=[O:17])=[O:18])=[CH:10][CH:9]=1, predict the reactants needed to synthesize it. The reactants are: [H-].[Al+3].[Li+].[H-].[H-].[H-].[Br:7][C:8]1[CH:13]=[CH:12][C:11]([CH2:14][CH2:15][S:16]([NH:19][C:20]2[CH:28]=[CH:27][C:23]([C:24](O)=[O:25])=[CH:22][C:21]=2[S:29](=[O:32])(=[O:31])[NH2:30])(=[O:18])=[O:17])=[CH:10][CH:9]=1. (10) Given the product [CH3:1][C:2]([CH3:10])([C:4](=[O:9])[CH2:5][CH:6]([NH:22][CH:18]([CH2:20][CH3:21])[CH3:19])[CH3:7])[CH3:3], predict the reactants needed to synthesize it. The reactants are: [CH3:1][C:2]([CH3:10])([C:4](=[O:9])[CH2:5][C:6](=O)[CH3:7])[CH3:3].S([O-])([O-])(=O)=O.[Na+].[Na+].[CH:18]([NH2:22])([CH2:20][CH3:21])[CH3:19].